From a dataset of Full USPTO retrosynthesis dataset with 1.9M reactions from patents (1976-2016). Predict the reactants needed to synthesize the given product. (1) Given the product [S:21]1[C:12]([N:3]2[C:2](=[O:1])[C:10]3[C:5](=[CH:6][CH:7]=[CH:8][CH:9]=3)[C:4]2=[O:11])=[CH:13][N:14]=[N:15]1, predict the reactants needed to synthesize it. The reactants are: [O:1]=[C:2]1[C:10]2[C:5](=[CH:6][CH:7]=[CH:8][CH:9]=2)[C:4](=[O:11])[N:3]1[CH2:12]/[CH:13]=[N:14]/[NH:15]C(OCC)=O.[S:21](Cl)(Cl)=O. (2) Given the product [Cl:8][C:9]1[CH:10]=[CH:11][C:12]([NH:15][C:16](=[O:32])[C:17]2[CH:22]=[CH:21][CH:20]=[CH:19][C:18]=2[NH:23][C:24]([CH:26]2[CH2:31][CH2:30][N:29]([CH2:39][C:36]3[CH:37]=[CH:38][N:33]=[CH:34][CH:35]=3)[CH2:28][CH2:27]2)=[O:25])=[N:13][CH:14]=1, predict the reactants needed to synthesize it. The reactants are: FC(F)(F)C(O)=O.[Cl:8][C:9]1[CH:10]=[CH:11][C:12]([NH:15][C:16](=[O:32])[C:17]2[CH:22]=[CH:21][CH:20]=[CH:19][C:18]=2[NH:23][C:24]([CH:26]2[CH2:31][CH2:30][NH:29][CH2:28][CH2:27]2)=[O:25])=[N:13][CH:14]=1.[N:33]1[CH:38]=[CH:37][C:36]([CH:39]=O)=[CH:35][CH:34]=1.C([BH3-])#N.[Na+].C(O)(=O)C. (3) Given the product [C:1]1([CH2:7][C:8]([Cl:13])=[O:10])[CH:6]=[CH:5][CH:4]=[CH:3][CH:2]=1, predict the reactants needed to synthesize it. The reactants are: [C:1]1([CH2:7][C:8]([OH:10])=O)[CH:6]=[CH:5][CH:4]=[CH:3][CH:2]=1.O=S(Cl)[Cl:13]. (4) Given the product [NH2:10][C@@H:3]([CH2:2][OH:1])[CH2:4][NH:5][S:6]([CH3:9])(=[O:8])=[O:7], predict the reactants needed to synthesize it. The reactants are: [OH:1][CH2:2][C@H:3]([NH:10]C(=O)OCC1C=CC=CC=1)[CH2:4][NH:5][S:6]([CH3:9])(=[O:8])=[O:7]. (5) The reactants are: Br[C:2]1[CH:7]=[CH:6][C:5]([N+:8]([O-:10])=[O:9])=[CH:4][CH:3]=1.[CH3:11][C:12]1[CH:17]=[CH:16][CH:15]=[C:14]([CH3:18])[C:13]=1B(O)O.O.[O-]P([O-])([O-])=O.[K+].[K+].[K+].C1(P(C2CCCCC2)C2C=CC=CC=2C2C(OC)=CC=CC=2OC)CCCCC1. Given the product [CH3:11][C:12]1[CH:17]=[CH:16][CH:15]=[C:14]([CH3:18])[C:13]=1[C:2]1[CH:7]=[CH:6][C:5]([N+:8]([O-:10])=[O:9])=[CH:4][CH:3]=1, predict the reactants needed to synthesize it.